Predict the product of the given reaction. From a dataset of Forward reaction prediction with 1.9M reactions from USPTO patents (1976-2016). (1) Given the reactants [Br:1][C:2]1[CH:3]=[C:4]([C:9]2[CH:14]=[CH:13][CH:12]=[CH:11][CH:10]=2)[CH:5]=[CH:6][C:7]=1[OH:8].C(=O)([O-])[O-].[K+].[K+].C(Br)C=C.[CH2:25]([O:28]CC=C)[CH:26]=[CH2:27].C(C1C(C(F)(F)F)=CC=C(Cl)C=1O)C=C.C(C1C=C(C2C=CC=CC=2)C=C(Br)C=1O)C=C.ClC1C=C(C=CC=1)C(OO)=O.ClC1C2OC(CO)CC=2C(C(F)(F)F)=CC=1, predict the reaction product. The product is: [Br:1][C:2]1[C:7]2[O:8][CH:26]([CH2:25][OH:28])[CH2:27][C:6]=2[CH:5]=[C:4]([C:9]2[CH:14]=[CH:13][CH:12]=[CH:11][CH:10]=2)[CH:3]=1. (2) The product is: [O:14]1[C:6]2([CH2:7][CH2:8][CH2:9][CH2:10][CH:5]2[C:3]([O:2][CH3:1])=[O:4])[O:11][CH2:12][CH2:13]1. Given the reactants [CH3:1][O:2][C:3]([CH:5]1[CH2:10][CH2:9][CH2:8][CH2:7][C:6]1=[O:11])=[O:4].[CH2:12](O)[CH2:13][OH:14].O.C1(C)C=CC(S(O)(=O)=O)=CC=1, predict the reaction product. (3) Given the reactants [F:1][C:2]1[CH:3]=[C:4]([C:8]2[S:9][C:10]([NH:14][C:15](=[O:21])[CH:16]([CH3:20])[CH2:17][S:18][CH3:19])=[C:11]([CH3:13])[N:12]=2)[CH:5]=[N:6][CH:7]=1.[N:22]#[C:23][NH2:24].IC1C=CC=C(CC([O-])=[O:34])C=1CC([O-])=O, predict the reaction product. The product is: [C:23]([N:24]=[S:18]([CH2:17][CH:16]([CH3:20])[C:15]([NH:14][C:10]1[S:9][C:8]([C:4]2[CH:5]=[N:6][CH:7]=[C:2]([F:1])[CH:3]=2)=[N:12][C:11]=1[CH3:13])=[O:21])([CH3:19])=[O:34])#[N:22]. (4) Given the reactants [CH:1]1[C:6]2[C:7]3[CH:13]=[CH:12][CH:11]=[CH:10][C:8]=3[O:9][C:5]=2[CH:4]=[C:3]([C:14]([O:16]C)=[O:15])[N:2]=1.[OH-].[Na+], predict the reaction product. The product is: [CH:1]1[C:6]2[C:7]3[CH:13]=[CH:12][CH:11]=[CH:10][C:8]=3[O:9][C:5]=2[CH:4]=[C:3]([C:14]([OH:16])=[O:15])[N:2]=1. (5) The product is: [C:1]([O:5][C:6]([N:8]1[CH2:13][CH2:12][O:11][CH2:10][CH:9]1[C:14]1[N:15]([CH3:34])[C:16](=[O:33])[C:17]([OH:24])=[C:18]([C:20]([NH:41][CH2:40][C:39]2[CH:42]=[CH:43][C:36]([F:35])=[CH:37][CH:38]=2)=[O:22])[N:19]=1)=[O:7])([CH3:2])([CH3:3])[CH3:4]. Given the reactants [C:1]([O:5][C:6]([N:8]1[CH2:13][CH2:12][O:11][CH2:10][CH:9]1[C:14]1[N:15]([CH3:34])[C:16](=[O:33])[C:17]([O:24]C(=O)C2C=CC=CC=2)=[C:18]([C:20]([O:22]C)=O)[N:19]=1)=[O:7])([CH3:4])([CH3:3])[CH3:2].[F:35][C:36]1[CH:43]=[CH:42][C:39]([CH2:40][NH2:41])=[CH:38][CH:37]=1, predict the reaction product.